This data is from Forward reaction prediction with 1.9M reactions from USPTO patents (1976-2016). The task is: Predict the product of the given reaction. (1) Given the reactants FC(F)(F)C(O)=O.[CH3:8][C:9]1([CH3:47])[C:17]2[C:12](=[CH:13][CH:14]=[C:15]([C:18]3[CH:23]=[CH:22][C:21]([C:24]([F:27])([F:26])[F:25])=[CH:20][CH:19]=3)[CH:16]=2)[N:11]([CH2:28][CH2:29][C:30]2[CH:44]=[CH:43][C:33]([O:34][CH2:35][C:36]([O:38]C(C)(C)C)=[O:37])=[C:32]([O:45][CH3:46])[CH:31]=2)[CH2:10]1, predict the reaction product. The product is: [CH3:8][C:9]1([CH3:47])[C:17]2[C:12](=[CH:13][CH:14]=[C:15]([C:18]3[CH:19]=[CH:20][C:21]([C:24]([F:25])([F:26])[F:27])=[CH:22][CH:23]=3)[CH:16]=2)[N:11]([CH2:28][CH2:29][C:30]2[CH:44]=[CH:43][C:33]([O:34][CH2:35][C:36]([OH:38])=[O:37])=[C:32]([O:45][CH3:46])[CH:31]=2)[CH2:10]1. (2) Given the reactants [CH:1]1([NH:4][C:5]2[O:6][C:7]([C:10]3[CH:11]=[C:12]4[C:16](=[CH:17][CH:18]=3)[N:15]([S:19]([C:22]3[CH:28]=[CH:27][C:25]([CH3:26])=[CH:24][CH:23]=3)(=[O:21])=[O:20])[CH:14]=[C:13]4I)=[N:8][N:9]=2)[CH2:3][CH2:2]1.[B:30]1([B:30]2[O:34][C:33]([CH3:36])([CH3:35])[C:32]([CH3:38])([CH3:37])[O:31]2)[O:34][C:33]([CH3:36])([CH3:35])[C:32]([CH3:38])([CH3:37])[O:31]1.C([O-])(=O)C.[K+].C(Cl)Cl, predict the reaction product. The product is: [CH:1]1([NH:4][C:5]2[O:6][C:7]([C:10]3[CH:11]=[C:12]4[C:16](=[CH:17][CH:18]=3)[N:15]([S:19]([C:22]3[CH:28]=[CH:27][C:25]([CH3:26])=[CH:24][CH:23]=3)(=[O:21])=[O:20])[CH:14]=[C:13]4[B:30]3[O:34][C:33]([CH3:36])([CH3:35])[C:32]([CH3:38])([CH3:37])[O:31]3)=[N:8][N:9]=2)[CH2:3][CH2:2]1.